From a dataset of Forward reaction prediction with 1.9M reactions from USPTO patents (1976-2016). Predict the product of the given reaction. (1) Given the reactants [CH3:1][C:2]1[C:3]([C:12]2[CH:33]=[C:15]3[N:16]=[C:17]([N:27]4[CH2:31][CH2:30][CH:29]([OH:32])[CH2:28]4)[CH:18]=[C:19]([NH:20][CH:21]4[CH2:26][CH2:25][O:24][CH2:23][CH2:22]4)[N:14]3[N:13]=2)=[N:4][C:5]2[C:10]([N:11]=1)=[CH:9][CH:8]=[CH:7][CH:6]=2.[CH3:34][S:35](Cl)(=[O:37])=[O:36].C(N(CC)CC)C.O, predict the reaction product. The product is: [CH3:34][S:35]([O:32][C@H:29]1[CH2:30][CH2:31][N:27]([C:17]2[CH:18]=[C:19]([NH:20][CH:21]3[CH2:22][CH2:23][O:24][CH2:25][CH2:26]3)[N:14]3[N:13]=[C:12]([C:3]4[C:2]([CH3:1])=[N:11][C:10]5[C:5](=[CH:6][CH:7]=[CH:8][CH:9]=5)[N:4]=4)[CH:33]=[C:15]3[N:16]=2)[CH2:28]1)(=[O:37])=[O:36]. (2) Given the reactants C([S:9][C@@H:10]([C:26]1[S:30][CH:29]=[N:28][CH:27]=1)[CH2:11][C@H:12]1[CH2:16][O:15][C:14]([CH3:18])([CH3:17])[N:13]1[C:19]([O:21][C:22]([CH3:25])([CH3:24])[CH3:23])=[O:20])(=O)C1C=CC=CC=1.Cl[C:32]1[C:37]([C:38]#[N:39])=[CH:36][CH:35]=[C:34]([C:40]([F:43])([F:42])[F:41])[N:33]=1.C(=O)([O-])[O-].[Cs+].[Cs+], predict the reaction product. The product is: [C:38]([C:37]1[C:32]([S:9][C@@H:10]([C:26]2[S:30][CH:29]=[N:28][CH:27]=2)[CH2:11][C@H:12]2[CH2:16][O:15][C:14]([CH3:18])([CH3:17])[N:13]2[C:19]([O:21][C:22]([CH3:24])([CH3:25])[CH3:23])=[O:20])=[N:33][C:34]([C:40]([F:43])([F:42])[F:41])=[CH:35][CH:36]=1)#[N:39]. (3) The product is: [CH:11]1[C:19]2[C:18]3[CH:20]=[CH:21][CH:22]=[CH:23][C:17]=3[O:16][C:15]=2[C:14]([C:2]2[CH2:7][C:6]([CH3:9])([CH3:8])[CH2:5][C:4](=[O:10])[CH:3]=2)=[CH:13][CH:12]=1. Given the reactants Br[C:2]1[CH2:7][C:6]([CH3:9])([CH3:8])[CH2:5][C:4](=[O:10])[CH:3]=1.[CH:11]1[C:19]2[C:18]3[CH:20]=[CH:21][CH:22]=[CH:23][C:17]=3[O:16][C:15]=2[C:14](B(O)O)=[CH:13][CH:12]=1, predict the reaction product. (4) Given the reactants [CH:1]1([NH2:7])[CH2:6][CH2:5][CH2:4][CH2:3][CH2:2]1.C([Al](CC)CC)C.[Cl:15][C:16]1[CH:21]=[C:20]([Cl:22])[CH:19]=[CH:18][C:17]=1[N:23]1[C:27]([C:28]2[CH:33]=[CH:32][C:31]([O:34][CH2:35][CH2:36][CH2:37][F:38])=[CH:30][CH:29]=2)=[C:26]([CH2:39][N:40]([CH3:42])[CH3:41])[C:25]([C:43](OCC)=[O:44])=[N:24]1, predict the reaction product. The product is: [CH:1]1([NH:7][C:43]([C:25]2[C:26]([CH2:39][N:40]([CH3:42])[CH3:41])=[C:27]([C:28]3[CH:29]=[CH:30][C:31]([O:34][CH2:35][CH2:36][CH2:37][F:38])=[CH:32][CH:33]=3)[N:23]([C:17]3[CH:18]=[CH:19][C:20]([Cl:22])=[CH:21][C:16]=3[Cl:15])[N:24]=2)=[O:44])[CH2:6][CH2:5][CH2:4][CH2:3][CH2:2]1. (5) Given the reactants [CH:1]1([O:5][C:6]([NH:8][C@@H:9]2[C:23](=[O:24])[N:22]3[CH2:25][C@H:26]([O:28][C:29]4[CH:34]=[C:33]([C:35]5[CH:40]=[CH:39][CH:38]=[CH:37][N:36]=5)[N:32]=[C:31]5[CH:41]=[CH:42][S:43][C:30]=45)[CH2:27][C@H:21]3[C:20](=[O:44])[NH:19][C@:18]3([C:46]([O:48]C)=[O:47])[CH2:45][C@H:17]3[CH:16]=[CH:15][CH2:14][CH2:13][CH2:12][CH2:11][CH2:10]2)=[O:7])[CH2:4][CH2:3][CH2:2]1.[OH-].[Li+], predict the reaction product. The product is: [CH:1]1([O:5][C:6]([NH:8][C@@H:9]2[C:23](=[O:24])[N:22]3[CH2:25][C@H:26]([O:28][C:29]4[CH:34]=[C:33]([C:35]5[CH:40]=[CH:39][CH:38]=[CH:37][N:36]=5)[N:32]=[C:31]5[CH:41]=[CH:42][S:43][C:30]=45)[CH2:27][C@H:21]3[C:20](=[O:44])[NH:19][C@:18]3([C:46]([OH:48])=[O:47])[CH2:45][C@H:17]3[CH:16]=[CH:15][CH2:14][CH2:13][CH2:12][CH2:11][CH2:10]2)=[O:7])[CH2:4][CH2:3][CH2:2]1. (6) Given the reactants [F:1][C:2]1[CH:7]=[CH:6][C:5]([C:8]2[C:9]([C:14]([OH:16])=O)=[N:10][N:11]([CH3:13])[CH:12]=2)=[CH:4][CH:3]=1.[NH:17]1[CH2:22][CH2:21][CH2:20][CH2:19][CH:18]1[CH2:23][C:24]1[O:32][C:31]2[C:26](=[N:27][CH:28]=[CH:29][CH:30]=2)[CH:25]=1, predict the reaction product. The product is: [F:1][C:2]1[CH:3]=[CH:4][C:5]([C:8]2[C:9]([C:14]([N:17]3[CH2:22][CH2:21][CH2:20][CH2:19][CH:18]3[CH2:23][C:24]3[O:32][C:31]4[C:26](=[N:27][CH:28]=[CH:29][CH:30]=4)[CH:25]=3)=[O:16])=[N:10][N:11]([CH3:13])[CH:12]=2)=[CH:6][CH:7]=1. (7) Given the reactants [C:1]([C:3]1[N:8]=[CH:7][C:6]([C:9]([OH:11])=[O:10])=[CH:5][N:4]=1)#[N:2].[NH2:12][OH:13], predict the reaction product. The product is: [OH:13][N:12]=[C:1]([C:3]1[N:8]=[CH:7][C:6]([C:9]([OH:11])=[O:10])=[CH:5][N:4]=1)[NH2:2].